This data is from Forward reaction prediction with 1.9M reactions from USPTO patents (1976-2016). The task is: Predict the product of the given reaction. (1) Given the reactants C([O:3][C:4]([C:6]1([NH:9][C:10]([C:12]2[C:13]([OH:36])=[C:14]3[C:19](=[CH:20][N:21]=2)[N:18]([CH2:22][C:23]2[CH:28]=[CH:27][CH:26]=[CH:25][CH:24]=2)[C:17](=[O:29])[C:16]([C:30]2[CH:35]=[CH:34][CH:33]=[CH:32][CH:31]=2)=[CH:15]3)=[O:11])[CH2:8][CH2:7]1)=[O:5])C.[OH-].[Na+].CO.C1COCC1, predict the reaction product. The product is: [CH2:22]([N:18]1[C:19]2[C:14](=[C:13]([OH:36])[C:12]([C:10]([NH:9][C:6]3([C:4]([OH:5])=[O:3])[CH2:8][CH2:7]3)=[O:11])=[N:21][CH:20]=2)[CH:15]=[C:16]([C:30]2[CH:35]=[CH:34][CH:33]=[CH:32][CH:31]=2)[C:17]1=[O:29])[C:23]1[CH:28]=[CH:27][CH:26]=[CH:25][CH:24]=1. (2) The product is: [CH2:26]([N:23]1[CH2:24][CH2:25][CH:21]([CH:19]([C:16]2([CH2:14][OH:13])[CH2:18][CH2:17]2)[OH:20])[CH2:22]1)[C:27]1[CH:28]=[CH:29][CH:30]=[CH:31][CH:32]=1. Given the reactants [Al+3].[Cl-].[Cl-].[Cl-].[H-].[H-].[H-].[H-].[Li+].[Al+3].C([O:13][C:14]([C:16]1([C:19](=[C:21]2[CH2:25][CH2:24][N:23]([CH2:26][C:27]3[CH:32]=[CH:31][CH:30]=[CH:29][CH:28]=3)[C:22]2=O)[OH:20])[CH2:18][CH2:17]1)=O)C.Cl, predict the reaction product.